From a dataset of Reaction yield outcomes from USPTO patents with 853,638 reactions. Predict the reaction yield, written as a fraction of the theoretical maximum amount of product (1.0 means a 100% yield; for example, 0.34 means a 34% yield). (1) The yield is 0.890. The reactants are [O-]P([O-])([O-])=O.[K+].[K+].[K+].[C@@H]1(N)CCCC[C@H]1N.I[C:18]1[CH:19]=[C:20]([CH3:25])[CH:21]=[C:22]([CH3:24])[CH:23]=1.[NH:26]1[CH2:30][CH2:29][CH2:28][C:27]1=[O:31]. The product is [CH3:24][C:22]1[CH:23]=[C:18]([N:26]2[CH2:30][CH2:29][CH2:28][C:27]2=[O:31])[CH:19]=[C:20]([CH3:25])[CH:21]=1. The catalyst is [Cu]I.O1CCOCC1. (2) The reactants are [C:1]([O:5][C:6]([NH:8][C@@H:9]([CH2:14][O:15][CH2:16][C@H:17]([CH2:27][C:28]1[CH:33]=[CH:32][C:31]([CH3:34])=[CH:30][CH:29]=1)[C@@H:18]([O:22][CH2:23][CH:24]([CH3:26])[CH3:25])[C@@H:19]([OH:21])[CH3:20])[C:10]([O:12]C)=[O:11])=[O:7])([CH3:4])([CH3:3])[CH3:2].O[Li].O. The catalyst is C1COCC1.O. The product is [C:1]([O:5][C:6]([NH:8][C@@H:9]([CH2:14][O:15][CH2:16][C@H:17]([CH2:27][C:28]1[CH:29]=[CH:30][C:31]([CH3:34])=[CH:32][CH:33]=1)[C@@H:18]([O:22][CH2:23][CH:24]([CH3:25])[CH3:26])[C@@H:19]([OH:21])[CH3:20])[C:10]([OH:12])=[O:11])=[O:7])([CH3:3])([CH3:4])[CH3:2]. The yield is 0.850. (3) The reactants are Cl[C:2]1[N:7]=[CH:6][N:5]=[C:4]([NH2:8])[CH:3]=1.[Cl:9][C:10]1[CH:11]=[C:12](B(O)O)[CH:13]=[CH:14][CH:15]=1.C([O-])([O-])=O.[Na+].[Na+]. The catalyst is COCCOC.CCO.Cl[Pd](Cl)([P](C1C=CC=CC=1)(C1C=CC=CC=1)C1C=CC=CC=1)[P](C1C=CC=CC=1)(C1C=CC=CC=1)C1C=CC=CC=1. The product is [Cl:9][C:10]1[CH:15]=[C:14]([C:2]2[N:7]=[CH:6][N:5]=[C:4]([NH2:8])[CH:3]=2)[CH:13]=[CH:12][CH:11]=1. The yield is 0.910. (4) The reactants are C1(C[N:8]2[CH2:13][CH2:12][O:11][C@@H:10]([CH2:14][NH:15][C:16](=[O:22])[O:17][C:18]([CH3:21])([CH3:20])[CH3:19])[CH2:9]2)C=CC=CC=1. The catalyst is C(O)C.[Pd]. The product is [NH:8]1[CH2:13][CH2:12][O:11][C@@H:10]([CH2:14][NH:15][C:16](=[O:22])[O:17][C:18]([CH3:20])([CH3:19])[CH3:21])[CH2:9]1. The yield is 0.970. (5) The reactants are O=[C:2]([C:20]1[CH:25]=[CH:24][CH:23]=[CH:22][CH:21]=1)[CH:3](OS(C1C=CC(C)=CC=1)(=O)=O)[C:4]([O:6][CH2:7][CH3:8])=[O:5].[C:26](=[S:34])([NH2:33])[C:27]1[CH:32]=[CH:31][CH:30]=[CH:29][CH:28]=1. The catalyst is CN(C=O)C. The product is [C:27]1([C:26]2[S:34][C:3]([C:4]([O:6][CH2:7][CH3:8])=[O:5])=[C:2]([C:20]3[CH:21]=[CH:22][CH:23]=[CH:24][CH:25]=3)[N:33]=2)[CH:32]=[CH:31][CH:30]=[CH:29][CH:28]=1. The yield is 0.850.